Dataset: Reaction yield outcomes from USPTO patents with 853,638 reactions. Task: Predict the reaction yield, written as a fraction of the theoretical maximum amount of product (1.0 means a 100% yield; for example, 0.34 means a 34% yield). (1) The reactants are [NH:1]1[CH2:6][CH2:5][CH:4]([C:7]2[CH:15]=[CH:14][C:10]([C:11]([NH2:13])=[O:12])=[CH:9][CH:8]=2)[CH2:3][CH2:2]1.C=O.[C:18](O)(=O)C.O([BH-](OC(C)=O)OC(C)=O)C(C)=O.[Na+]. The catalyst is ClCCl.CO. The product is [CH3:18][N:1]1[CH2:6][CH2:5][CH:4]([C:7]2[CH:15]=[CH:14][C:10]([C:11]([NH2:13])=[O:12])=[CH:9][CH:8]=2)[CH2:3][CH2:2]1. The yield is 0.870. (2) The reactants are [OH:1][C@H:2]([C:22]1[CH:27]=[CH:26][CH:25]=[CH:24][CH:23]=1)[C@@H:3]([CH2:18][CH2:19][C:20]#[CH:21])[C:4](N1C(C2C=CC=CC=2)COC1=O)=[O:5].[O:28]1CCCC1.OO.[OH-].[Li+]. The catalyst is O. The yield is 0.820. The product is [OH:1][C@H:2]([C:22]1[CH:27]=[CH:26][CH:25]=[CH:24][CH:23]=1)[C@@H:3]([CH2:18][CH2:19][C:20]#[CH:21])[C:4]([OH:5])=[O:28]. (3) The reactants are [N+:1]([C:4]1[CH:5]=[C:6]([OH:11])[C:7](=[CH:9][CH:10]=1)[OH:8])([O-:3])=[O:2].C(=O)([O-])[O-].[Li+].[Li+].[CH2:18]([CH:20]1[O:22][CH2:21]1)Cl.O. The catalyst is CN(C=O)C. The product is [N+:1]([C:4]1[CH:10]=[CH:9][C:7]2[O:8][CH2:18][CH:20]([CH2:21][OH:22])[O:11][C:6]=2[CH:5]=1)([O-:3])=[O:2]. The yield is 0.147. (4) The reactants are [CH2:1]([O:8][C:9]1[C:18](=[O:19])[N:17]2[C:12]([C:13]([CH3:21])([CH3:20])[O:14][CH2:15][CH2:16]2)=[N:11][C:10]=1[C:22]([NH2:24])=O)[C:2]1[CH:7]=[CH:6][CH:5]=[CH:4][CH:3]=1.COC1C=CC(P2(SP(C3C=CC(OC)=CC=3)(=S)S2)=[S:34])=CC=1. The catalyst is C1COCC1. The product is [CH2:1]([O:8][C:9]1[C:18](=[O:19])[N:17]2[C:12]([C:13]([CH3:21])([CH3:20])[O:14][CH2:15][CH2:16]2)=[N:11][C:10]=1[C:22](=[S:34])[NH2:24])[C:2]1[CH:7]=[CH:6][CH:5]=[CH:4][CH:3]=1. The yield is 0.490. (5) The reactants are [H-].[Na+].[Br:3][C:4]1[CH:9]=[CH:8][C:7]([CH2:10][CH2:11][OH:12])=[CH:6][CH:5]=1.[C:13]([C:15]1[CH:16]=[C:17]([NH:26][C:27](=O)[O:28]C2C=CC=CC=2)[CH:18]=[CH:19][C:20]=1[S:21]([CH2:24][CH3:25])(=[O:23])=[O:22])#[N:14]. The catalyst is C1COCC1. The product is [C:13]([C:15]1[CH:16]=[C:17]([NH:26][C:27](=[O:28])[O:12][CH2:11][CH2:10][C:7]2[CH:8]=[CH:9][C:4]([Br:3])=[CH:5][CH:6]=2)[CH:18]=[CH:19][C:20]=1[S:21]([CH2:24][CH3:25])(=[O:23])=[O:22])#[N:14]. The yield is 0.990. (6) The product is [O:14]=[C:12]1[C:7]2[CH:6]=[C:5]([C:3]([O:2][CH3:1])=[O:4])[NH:9][C:8]=2[CH2:10][CH2:11]1. The reactants are [CH3:1][O:2][C:3]([C:5]1[NH:9][C:8]([CH2:10][CH2:11][C:12]([OH:14])=O)=[CH:7][CH:6]=1)=[O:4].O.C(=O)(O)[O-].[Na+]. The yield is 0.860. The catalyst is ClCCCl. (7) The reactants are [Cl:1][C:2]1[N:11]=[C:10](Cl)[C:9]2[C:4](=[C:5]([F:13])[CH:6]=[CH:7][CH:8]=2)[N:3]=1.C([Sn](CCCC)(CCCC)[C:19]([O:21][CH2:22][CH3:23])=[CH2:20])CCC. No catalyst specified. The product is [Cl:1][C:2]1[N:11]=[C:10]([C:19]([O:21][CH2:22][CH3:23])=[CH2:20])[C:9]2[C:4](=[C:5]([F:13])[CH:6]=[CH:7][CH:8]=2)[N:3]=1. The yield is 0.580. (8) The reactants are B.CSC.[NH:5]1[CH2:10][CH2:9][S:8][CH2:7][C:6]1=O.[C:23]([O:22][C:20](O[C:20]([O:22][C:23]([CH3:26])([CH3:25])[CH3:24])=[O:21])=[O:21])([CH3:26])([CH3:25])[CH3:24].[Li+].[OH-:28].[CH2:29]1[CH2:33][O:32]CC1. The catalyst is O1CCOCC1.O.C(O)C. The product is [C:20]([N:5]1[CH2:10][CH2:9][S:8][CH:7]([CH2:29][C:33]([OH:28])=[O:32])[CH2:6]1)([O:22][C:23]([CH3:24])([CH3:25])[CH3:26])=[O:21]. The yield is 0.810. (9) The reactants are [C:1]([O:5][C:6]([C@H:8]1[CH2:10][C@H:9]1[C:11]([OH:13])=O)=[O:7])([CH3:4])([CH3:3])[CH3:2]. The catalyst is O1CCCC1. The product is [C:1]([O:5][C:6]([C@H:8]1[CH2:10][C@H:9]1[C:11](=[O:13])[CH2:8][C:6]([O:5][CH2:1][CH3:2])=[O:7])=[O:7])([CH3:2])([CH3:3])[CH3:4]. The yield is 0.918. (10) The reactants are [Cl:1][C:2]1[CH:3]=[CH:4][C:5]2[N:11]([CH2:12][C:13]([CH3:17])([CH3:16])[CH2:14][OH:15])[C:10](=[O:18])[C@@H:9]([CH2:19][CH:20]([C:22]3[S:23][CH:24]=[C:25]([CH2:27][C:28]([O:30][CH2:31][CH3:32])=[O:29])[N:26]=3)[OH:21])[O:8][C@H:7]([C:33]3[CH:38]=[CH:37][CH:36]=[C:35]([O:39][CH3:40])[C:34]=3[O:41][CH3:42])[C:6]=2[CH:43]=1. The catalyst is C1COCC1.[O-2].[O-2].[Mn+4]. The product is [Cl:1][C:2]1[CH:3]=[CH:4][C:5]2[N:11]([CH2:12][C:13]([CH3:16])([CH3:17])[CH2:14][OH:15])[C:10](=[O:18])[C@@H:9]([CH2:19][C:20]([C:22]3[S:23][CH:24]=[C:25]([CH2:27][C:28]([O:30][CH2:31][CH3:32])=[O:29])[N:26]=3)=[O:21])[O:8][C@H:7]([C:33]3[CH:38]=[CH:37][CH:36]=[C:35]([O:39][CH3:40])[C:34]=3[O:41][CH3:42])[C:6]=2[CH:43]=1. The yield is 0.480.